Dataset: hERG potassium channel inhibition data for cardiac toxicity prediction from Karim et al.. Task: Regression/Classification. Given a drug SMILES string, predict its toxicity properties. Task type varies by dataset: regression for continuous values (e.g., LD50, hERG inhibition percentage) or binary classification for toxic/non-toxic outcomes (e.g., AMES mutagenicity, cardiotoxicity, hepatotoxicity). Dataset: herg_karim. (1) The drug is Cc1cc2nc(CC3CC4CCC(C3)N4)n(Cc3ccc(Cl)cc3)c2cc1C. The result is 1 (blocker). (2) The drug is O=C(NC[C@H](O)CO)c1ccncc1Nc1ccc(I)cc1F. The result is 0 (non-blocker). (3) The molecule is O=C(c1ccccc1Oc1ccccc1)N(c1ccccc1)C1CCNC1. The result is 1 (blocker). (4) The molecule is C[C@@H]1CCCN1CCN1CCc2cc(-c3ccc(C(=O)N4CCCC4)cc3)ccc2C1=O. The result is 1 (blocker). (5) The drug is COc1ccc(-c2noc(C3=CC4(CCN(CC(N)=O)CC4)c4ccccc43)n2)cc1. The result is 0 (non-blocker). (6) The molecule is COC12CCC3(CC1C(C)(O)C(C)(C)C)C1Cc4ccc(O)c5c4C3(CCN1CC1CC1)C2O5. The result is 1 (blocker). (7) The compound is CC(C)(N)C(=O)N1CCn2c(nc(-c3ccc(F)cc3)c2Nc2ccc(Cl)c(F)c2)C1. The result is 1 (blocker). (8) The compound is COc1cc(-c2cn([C@H]3C[C@H](C)c4ccccc4N(CC(F)(F)F)C3=O)nn2)ccc1-n1cnc(C)c1. The result is 1 (blocker). (9) The drug is CC(C)(CCCN1CCCC(C(F)(F)F)C1)S(=O)(=O)c1ccccc1. The result is 1 (blocker). (10) The molecule is CC1CCCN1CCc1ccc2nc(-c3cnc(-c4cc(Cl)nc(Cl)c4)s3)ccc2c1. The result is 1 (blocker).